This data is from Full USPTO retrosynthesis dataset with 1.9M reactions from patents (1976-2016). The task is: Predict the reactants needed to synthesize the given product. (1) Given the product [CH3:15][C:14]1[N:17]=[C:5]([OH:7])[C:4]([CH2:1][C:2]#[CH:3])=[C:9]([OH:11])[N:16]=1, predict the reactants needed to synthesize it. The reactants are: [CH2:1]([CH:4]([C:9]([O:11]C)=O)[C:5]([O:7]C)=O)[C:2]#[CH:3].Cl.[C:14]([NH2:17])(=[NH:16])[CH3:15]. (2) Given the product [C:1]([C:3]1[CH:4]=[C:5]([C:13]([Cl:19])=[O:15])[C:6]2[C:11]([CH:12]=1)=[CH:10][CH:9]=[CH:8][CH:7]=2)#[N:2], predict the reactants needed to synthesize it. The reactants are: [C:1]([C:3]1[CH:4]=[C:5]([C:13]([OH:15])=O)[C:6]2[C:11]([CH:12]=1)=[CH:10][CH:9]=[CH:8][CH:7]=2)#[N:2].C(Cl)(=O)C([Cl:19])=O.CN(C=O)C. (3) Given the product [Cl:18][C:19]1[CH:20]=[CH:21][C:22]([O:31][CH:32]([CH3:34])[CH3:33])=[C:23]([N:25]2[CH2:26][CH2:27][N:28]([CH2:16][CH2:15][CH2:14][CH2:13][O:12][C:8]3[N:9]=[C:10]4[C:5]([CH:4]=[CH:3][C:2](=[O:1])[NH:11]4)=[CH:6][CH:7]=3)[CH2:29][CH2:30]2)[CH:24]=1, predict the reactants needed to synthesize it. The reactants are: [O:1]=[C:2]1[NH:11][C:10]2[N:9]=[C:8]([O:12][CH2:13][CH2:14][CH2:15][CH:16]=O)[CH:7]=[CH:6][C:5]=2[CH:4]=[CH:3]1.[Cl:18][C:19]1[CH:20]=[CH:21][C:22]([O:31][CH:32]([CH3:34])[CH3:33])=[C:23]([N:25]2[CH2:30][CH2:29][NH:28][CH2:27][CH2:26]2)[CH:24]=1.[BH-](OC(C)=O)(OC(C)=O)OC(C)=O.[Na+]. (4) Given the product [Cl:7][C:8]1[CH:9]=[CH:10][C:11]([C:14]2[S:18][C:17]([C:19]([N:41]([O:5][CH3:1])[CH3:40])=[O:20])=[C:16]([C:22]3[CH:27]=[CH:26][C:25]([S:28](=[O:31])(=[O:30])[N:29]=[CH:33][N:35]([CH3:38])[CH3:36])=[CH:24][CH:23]=3)[C:15]=2[CH3:32])=[CH:12][CH:13]=1, predict the reactants needed to synthesize it. The reactants are: [C:1](Cl)(=[O:5])C(Cl)=O.[Cl:7][C:8]1[CH:13]=[CH:12][C:11]([C:14]2[S:18][C:17]([C:19](O)=[O:20])=[C:16]([C:22]3[CH:27]=[CH:26][C:25]([S:28](=[O:31])(=[O:30])[NH2:29])=[CH:24][CH:23]=3)[C:15]=2[CH3:32])=[CH:10][CH:9]=1.[CH2:33]([N:35]([CH2:38]C)[CH2:36]C)C.[CH3:40][N:41](C=O)C. (5) Given the product [CH2:34]([O:35][C:14](=[O:28])[CH:13]([OH:16])[C:4]1[N:3]=[C:2]([CH3:1])[N:6]([C:7]2[CH:12]=[CH:11][CH:10]=[CH:9][CH:8]=2)[N:5]=1)[CH3:33], predict the reactants needed to synthesize it. The reactants are: [CH3:1][C:2]1[N:6]([C:7]2[CH:12]=[CH:11][CH:10]=[CH:9][CH:8]=2)[N:5]=[C:4]([CH:13]([O:16][Si](C)(C)C)[C:14]#N)[N:3]=1.S(=O)(=O)(O)O.O.C([O-])([O-])=[O:28].[Na+].[Na+].[CH3:33][CH2:34][OH:35]. (6) Given the product [N+:16]([C:19]1[CH:24]=[CH:23][CH:22]=[CH:21][C:20]=1[S:25]([NH:1][C:2]1[CH:11]=[CH:10][C:9]2[CH2:8][CH2:7][CH2:6][CH2:5][C:4]=2[C:3]=1[C:12]([O:14][CH3:15])=[O:13])(=[O:27])=[O:26])([O-:18])=[O:17], predict the reactants needed to synthesize it. The reactants are: [NH2:1][C:2]1[CH:11]=[CH:10][C:9]2[CH2:8][CH2:7][CH2:6][CH2:5][C:4]=2[C:3]=1[C:12]([O:14][CH3:15])=[O:13].[N+:16]([C:19]1[CH:24]=[CH:23][CH:22]=[CH:21][C:20]=1[S:25](Cl)(=[O:27])=[O:26])([O-:18])=[O:17]. (7) The reactants are: Br[C:2]1[C:7]([NH2:8])=[C:6]([CH:9]([O:12][CH3:13])[O:10][CH3:11])[C:5]([F:14])=[CH:4][N:3]=1.[CH:15]1(B(O)O)[CH2:17][CH2:16]1.C1(P(C2CCCCC2)C2CCCCC2)CCCCC1.P([O-])([O-])([O-])=O.[K+].[K+].[K+]. Given the product [CH:15]1([C:2]2[C:7]([NH2:8])=[C:6]([CH:9]([O:12][CH3:13])[O:10][CH3:11])[C:5]([F:14])=[CH:4][N:3]=2)[CH2:17][CH2:16]1, predict the reactants needed to synthesize it.